This data is from Catalyst prediction with 721,799 reactions and 888 catalyst types from USPTO. The task is: Predict which catalyst facilitates the given reaction. Reactant: [N+:1](/[CH:4]=[CH:5]/[C:6]1[C:15]2[C:10](=[CH:11][CH:12]=[CH:13][CH:14]=2)[CH:9]=[CH:8][CH:7]=1)([O-:3])=[O:2].[CH:16](=[O:21])[CH2:17][CH:18]([CH3:20])[CH3:19].CC(O)C. Product: [CH:18]([C@@H:17]([C@H:5]([C:6]1[C:15]2[C:10](=[CH:11][CH:12]=[CH:13][CH:14]=2)[CH:9]=[CH:8][CH:7]=1)[CH2:4][N+:1]([O-:3])=[O:2])[CH:16]=[O:21])([CH3:20])[CH3:19]. The catalyst class is: 81.